Dataset: Reaction yield outcomes from USPTO patents with 853,638 reactions. Task: Predict the reaction yield, written as a fraction of the theoretical maximum amount of product (1.0 means a 100% yield; for example, 0.34 means a 34% yield). (1) The reactants are [C:1]([C:3]1[N:4]=[C:5]([C:18]2[C:23]([F:24])=[CH:22][CH:21]=[CH:20][C:19]=2[F:25])[O:6][C:7]=1[NH:8][C:9]1[CH:17]=[CH:16][C:12]([C:13]([OH:15])=[O:14])=[CH:11][CH:10]=1)#[N:2].S(=O)(=O)(O)[OH:27]. No catalyst specified. The product is [C:1]([C:3]1[N:4]=[C:5]([C:18]2[C:19]([F:25])=[CH:20][CH:21]=[CH:22][C:23]=2[F:24])[O:6][C:7]=1[NH:8][C:9]1[CH:10]=[CH:11][C:12]([C:13]([OH:15])=[O:14])=[CH:16][CH:17]=1)(=[O:27])[NH2:2]. The yield is 0.570. (2) The reactants are [ClH:1].[Cl:2][C:3]1[S:7][C:6]([C@H:8]([C:21]([N:23]2[CH2:28][CH2:27][N:26]([C:29]3[C:30]4[C@H:37]([CH3:38])[CH2:36][C@@H:35]([OH:39])[C:31]=4[N:32]=[CH:33][N:34]=3)[CH2:25][CH2:24]2)=[O:22])[CH2:9][N:10]([CH:18]([CH3:20])[CH3:19])C(=O)OC(C)(C)C)=[CH:5][CH:4]=1. The catalyst is O1CCOCC1.C(Cl)Cl. The product is [ClH:2].[ClH:1].[Cl:2][C:3]1[S:7][C:6]([C@@H:8]([CH2:9][NH:10][CH:18]([CH3:20])[CH3:19])[C:21]([N:23]2[CH2:24][CH2:25][N:26]([C:29]3[C:30]4[C@H:37]([CH3:38])[CH2:36][C@@H:35]([OH:39])[C:31]=4[N:32]=[CH:33][N:34]=3)[CH2:27][CH2:28]2)=[O:22])=[CH:5][CH:4]=1. The yield is 0.999. (3) The reactants are Br[C:2]1[CH:3]=[C:4]([NH:10][C:11]2[CH:16]=[CH:15][C:14]([N:17]3[CH2:22][CH2:21][N:20]([CH3:23])[CH:19]([CH2:24][F:25])[CH2:18]3)=[CH:13][N:12]=2)[C:5](=[O:9])[N:6]([CH3:8])[CH:7]=1.[C:26]([O:29][CH2:30][C:31]1[C:36](B2OC(C)(C)C(C)(C)O2)=[CH:35][C:34]([F:46])=[CH:33][C:32]=1[N:47]1[CH2:59][CH2:58][N:50]2[C:51]3[CH2:52][CH2:53][CH2:54][CH2:55][C:56]=3[CH:57]=[C:49]2[C:48]1=[O:60])(=[O:28])[CH3:27].[O-]P([O-])([O-])=O.[K+].[K+].[K+].CC([O-])=O.[Na+]. The catalyst is CC#N.O.C1C=CC(P(C2C=CC=CC=2)[C-]2C=CC=C2)=CC=1.C1C=CC(P(C2C=CC=CC=2)[C-]2C=CC=C2)=CC=1.Cl[Pd]Cl.[Fe+2]. The product is [C:26]([O:29][CH2:30][C:31]1[C:32]([N:47]2[CH2:59][CH2:58][N:50]3[C:51]4[CH2:52][CH2:53][CH2:54][CH2:55][C:56]=4[CH:57]=[C:49]3[C:48]2=[O:60])=[CH:33][C:34]([F:46])=[CH:35][C:36]=1[C:2]1[CH:3]=[C:4]([NH:10][C:11]2[CH:16]=[CH:15][C:14]([N:17]3[CH2:22][CH2:21][N:20]([CH3:23])[CH:19]([CH2:24][F:25])[CH2:18]3)=[CH:13][N:12]=2)[C:5](=[O:9])[N:6]([CH3:8])[CH:7]=1)(=[O:28])[CH3:27]. The yield is 0.450. (4) The catalyst is O1CCCC1. The reactants are C([O:3][C:4]([CH:6]1[CH2:11][CH2:10][N:9]([C:12]2[CH:17]=[CH:16][C:15]([NH:18][C:19]([NH:21][C:22]3[CH:27]=[C:26]([CH3:28])[CH:25]=[CH:24][C:23]=3[O:29][CH3:30])=[O:20])=[CH:14][CH:13]=2)[CH2:8][CH2:7]1)=[O:5])C.[OH-].[Na+].Cl. The yield is 1.00. The product is [CH3:30][O:29][C:23]1[CH:24]=[CH:25][C:26]([CH3:28])=[CH:27][C:22]=1[NH:21][C:19](=[O:20])[NH:18][C:15]1[CH:14]=[CH:13][C:12]([N:9]2[CH2:10][CH2:11][CH:6]([C:4]([OH:5])=[O:3])[CH2:7][CH2:8]2)=[CH:17][CH:16]=1. (5) The reactants are Cl[CH2:2][CH:3]=O.CN(C)C=O.[NH2:10][C:11]1[CH:19]=[CH:18][CH:17]=[CH:16][C:12]=1[C:13](=[S:15])[NH2:14].C([O-])(O)=O.[Na+]. The catalyst is O.[Cu]Br. The product is [S:15]1[CH:3]=[CH:2][N:14]=[C:13]1[C:12]1[CH:16]=[CH:17][CH:18]=[CH:19][C:11]=1[NH2:10]. The yield is 0.230. (6) The reactants are [C:1]([C@@H:5]1[CH2:10][CH2:9][C@H:8]([OH:11])[CH2:7][CH2:6]1)([CH3:4])([CH3:3])[CH3:2].[CH3:12][S:13](O[S:13]([CH3:12])(=[O:15])=[O:14])(=[O:15])=[O:14].C(N(CC)CC)C. The catalyst is ClCCl. The product is [CH3:12][S:13]([O:11][C@H:8]1[CH2:7][CH2:6][C@@H:5]([C:1]([CH3:4])([CH3:2])[CH3:3])[CH2:10][CH2:9]1)(=[O:15])=[O:14]. The yield is 0.900. (7) The reactants are [CH3:1][O:2][N:3]([CH3:15])[C:4]([C:6]1[C:14]2[C:9](=[CH:10][CH:11]=[CH:12][CH:13]=2)[NH:8][N:7]=1)=[O:5].FC(F)(F)C(OC1C(OC(=O)C(F)(F)F)=C([I:27])C=CC=1)=O.II.OS([O-])=O.[Na+]. The catalyst is C(Cl)Cl. The product is [I:27][C:12]1[CH:13]=[C:14]2[C:9](=[CH:10][CH:11]=1)[NH:8][N:7]=[C:6]2[C:4]([N:3]([O:2][CH3:1])[CH3:15])=[O:5]. The yield is 0.720. (8) The reactants are N([O-])=O.[Na+].N[C:6]1[N:7]=[N+:8]([O-:21])[C:9]2[CH:18]=[C:17]3[C:13]([CH2:14][CH:15]([CH2:19][OH:20])[CH2:16]3)=[CH:12][C:10]=2[N:11]=1.[BrH:22].CN(C=O)C. The catalyst is CCOC(C)=O. The product is [Br:22][C:6]1[N:7]=[N+:8]([O-:21])[C:9]2[CH:18]=[C:17]3[C:13]([CH2:14][CH:15]([CH2:19][OH:20])[CH2:16]3)=[CH:12][C:10]=2[N:11]=1. The yield is 0.410.